This data is from Catalyst prediction with 721,799 reactions and 888 catalyst types from USPTO. The task is: Predict which catalyst facilitates the given reaction. (1) Reactant: [N+:1]([C:4]1[CH:13]=[C:12]2[C:7]([CH2:8][NH:9][C:10]3[N:11]2[N:14]=[C:15]([C:20]2[CH:25]=[CH:24][C:23]([O:26][C:27]4[CH:32]=[CH:31][CH:30]=[CH:29][CH:28]=4)=[CH:22][CH:21]=2)[C:16]=3[C:17]([NH2:19])=[O:18])=[CH:6][CH:5]=1)([O-])=O. Product: [NH2:1][C:4]1[CH:13]=[C:12]2[C:7]([CH2:8][NH:9][C:10]3[N:11]2[N:14]=[C:15]([C:20]2[CH:25]=[CH:24][C:23]([O:26][C:27]4[CH:28]=[CH:29][CH:30]=[CH:31][CH:32]=4)=[CH:22][CH:21]=2)[C:16]=3[C:17]([NH2:19])=[O:18])=[CH:6][CH:5]=1. The catalyst class is: 687. (2) Reactant: [O-]I(=O)(=O)=O.[Na+].C[OH:8].O.[Cl:10][C:11]1[CH:12]=[C:13]([C:19]2([C:40]([F:43])([F:42])[F:41])[O:23][N:22]=[C:21]([C:24]3[CH:29]=[CH:28][C:27]([C:30]4([F:39])[CH2:33][N:32]([C:34](=[O:38])[CH2:35][S:36][CH3:37])[CH2:31]4)=[CH:26][CH:25]=3)[CH2:20]2)[CH:14]=[C:15]([Cl:18])[C:16]=1[F:17]. Product: [Cl:10][C:11]1[CH:12]=[C:13]([C:19]2([C:40]([F:41])([F:42])[F:43])[O:23][N:22]=[C:21]([C:24]3[CH:25]=[CH:26][C:27]([C:30]4([F:39])[CH2:33][N:32]([C:34](=[O:38])[CH2:35][S:36]([CH3:37])=[O:8])[CH2:31]4)=[CH:28][CH:29]=3)[CH2:20]2)[CH:14]=[C:15]([Cl:18])[C:16]=1[F:17]. The catalyst class is: 5.